This data is from Forward reaction prediction with 1.9M reactions from USPTO patents (1976-2016). The task is: Predict the product of the given reaction. (1) Given the reactants [CH3:1][C:2]1[S:3][C:4](Br)=[CH:5][CH:6]=1.[Li]CCCC.CCCCCC.C1C=CC(P(C2C=CC=CC=2)C2C=CC=CC=2)=CC=1.Br[C:39]1[CH:48]=[CH:47][C:46]2[C:41](=[C:42]([Br:49])[CH:43]=[CH:44][CH:45]=2)[N:40]=1.[NH4+].[Cl-], predict the reaction product. The product is: [Br:49][C:42]1[CH:43]=[CH:44][CH:45]=[C:46]2[C:41]=1[N:40]=[C:39]([C:4]1[S:3][C:2]([CH3:1])=[CH:6][CH:5]=1)[CH:48]=[CH:47]2. (2) Given the reactants [NH2:1][C:2]1[O:3][C@H:4]([C:26]([F:29])([F:28])[F:27])[CH2:5][C@:6]([C:9]2[CH:10]=[C:11]([NH:16]C(=O)C3C=CC(Cl)=CN=3)[CH:12]=[N:13][C:14]=2[F:15])([CH3:8])[N:7]=1.Cl[C:31]1[N:32]=[CH:33][C:34]([F:43])=[C:35]2[C:40]=1[N:39]=[CH:38][C:37]([C:41]#[N:42])=[CH:36]2.CC1C=CC(S(O)(=O)=O)=CC=1, predict the reaction product. The product is: [NH2:1][C:2]1[O:3][C@H:4]([C:26]([F:27])([F:29])[F:28])[CH2:5][C@:6]([C:9]2[CH:10]=[C:11]([NH:16][C:31]3[N:32]=[CH:33][C:34]([F:43])=[C:35]4[C:40]=3[N:39]=[CH:38][C:37]([C:41]#[N:42])=[CH:36]4)[CH:12]=[N:13][C:14]=2[F:15])([CH3:8])[N:7]=1. (3) Given the reactants Cl.[CH3:2][O:3][C@H:4]1[C@@H:9]([NH:10][C:11](=[O:20])[O:12][CH2:13][C:14]2[CH:19]=[CH:18][CH:17]=[CH:16][CH:15]=2)[CH2:8][CH2:7][NH:6][CH2:5]1.Cl[C:22]1[CH:27]=[C:26]([CH3:28])[N:25]=[C:24]([C:29]([O:31][CH2:32]C)=[O:30])[CH:23]=1.C1C=CC(P(C2C(C3C(P(C4C=CC=CC=4)C4C=CC=CC=4)=CC=C4C=3C=CC=C4)=C3C(C=CC=C3)=CC=2)C2C=CC=CC=2)=CC=1.C(=O)([O-])[O-].[Cs+].[Cs+], predict the reaction product. The product is: [CH2:13]([O:12][C:11]([NH:10][C@H:9]1[CH2:8][CH2:7][N:6]([C:22]2[CH:27]=[C:26]([CH3:28])[N:25]=[C:24]([C:29]([O:31][CH3:32])=[O:30])[CH:23]=2)[CH2:5][C@H:4]1[O:3][CH3:2])=[O:20])[C:14]1[CH:19]=[CH:18][CH:17]=[CH:16][CH:15]=1.